This data is from Forward reaction prediction with 1.9M reactions from USPTO patents (1976-2016). The task is: Predict the product of the given reaction. (1) Given the reactants [CH3:1][C:2]1[CH:7]=[CH:6][C:5]([C:8]2[CH:13]=[C:12]([O:14][C:15]3[CH:20]=[CH:19][CH:18]=[CH:17][N:16]=3)[CH:11]=[C:10]([C:21]([O:23]C)=[O:22])[CH:9]=2)=[CH:4][CH:3]=1.[OH-].[Li+].Cl, predict the reaction product. The product is: [CH3:1][C:2]1[CH:3]=[CH:4][C:5]([C:8]2[CH:13]=[C:12]([O:14][C:15]3[CH:20]=[CH:19][CH:18]=[CH:17][N:16]=3)[CH:11]=[C:10]([C:21]([OH:23])=[O:22])[CH:9]=2)=[CH:6][CH:7]=1. (2) Given the reactants [C:1]([O:5][C:6]([NH:8][C@@H:9]1[CH2:13][CH2:12][NH:11][CH2:10]1)=[O:7])([CH3:4])([CH3:3])[CH3:2].Br[C:15]1[CH:20]=[CH:19][C:18]([CH3:21])=[C:17]([F:22])[CH:16]=1, predict the reaction product. The product is: [C:1]([O:5][C:6](=[O:7])[NH:8][C@@H:9]1[CH2:13][CH2:12][N:11]([C:15]2[CH:20]=[CH:19][C:18]([CH3:21])=[C:17]([F:22])[CH:16]=2)[CH2:10]1)([CH3:4])([CH3:2])[CH3:3]. (3) Given the reactants [C:1]([O:5][C:6](=[O:31])[NH:7][C:8]1[C:9]([C:13]2[CH:18]=[CH:17][C:16](/[CH:19]=[CH:20]\[C:21]3[CH:26]=[CH:25][C:24]([S:27]([CH3:30])(=[O:29])=[O:28])=[CH:23][CH:22]=3)=[CH:15][CH:14]=2)=[N:10][O:11][CH:12]=1)([CH3:4])([CH3:3])[CH3:2].C(N(CC)CC)C, predict the reaction product. The product is: [C:1]([O:5][C:6](=[O:31])[NH:7][C:8]1[C:9]([C:13]2[CH:14]=[CH:15][C:16]([CH2:19][CH2:20][C:21]3[CH:22]=[CH:23][C:24]([S:27]([CH3:30])(=[O:29])=[O:28])=[CH:25][CH:26]=3)=[CH:17][CH:18]=2)=[N:10][O:11][CH:12]=1)([CH3:4])([CH3:3])[CH3:2]. (4) Given the reactants [O:1]1CCCC1.O1CCOCC1.CC(C)=[CH:14][CH:15]1[CH:17]([C:18]([O:20][CH2:21][C:22]2[C:27]([F:28])=[C:26]([F:29])[C:25]([CH2:30][O:31][CH3:32])=[C:24]([F:33])[C:23]=2[F:34])=[O:19])[C:16]1([CH3:36])[CH3:35].I([O-])(=O)(=O)=O.[Na+], predict the reaction product. The product is: [CH:14]([CH:15]1[CH:17]([C:18]([O:20][CH2:21][C:22]2[C:23]([F:34])=[C:24]([F:33])[C:25]([CH2:30][O:31][CH3:32])=[C:26]([F:29])[C:27]=2[F:28])=[O:19])[C:16]1([CH3:36])[CH3:35])=[O:1]. (5) Given the reactants [Cl:1][S:2]([OH:5])(=O)=[O:3].[Cl:6][C:7]1[S:8][C:9]([Cl:13])=[CH:10][C:11]=1[CH3:12], predict the reaction product. The product is: [Cl:13][C:9]1[S:8][C:7]([Cl:6])=[C:11]([CH3:12])[C:10]=1[S:2]([Cl:1])(=[O:5])=[O:3]. (6) The product is: [CH3:1][O:2][C:3]1[CH:4]=[CH:5][C:6]([C@H:9]2[CH2:11][C@@H:10]2[CH2:12][O:13][C:14]2[C:19]([C:20]([NH2:25])=[O:21])=[CH:18][N:17]=[C:16]([CH3:23])[N:15]=2)=[N:7][CH:8]=1. Given the reactants [CH3:1][O:2][C:3]1[CH:4]=[CH:5][C:6]([C@H:9]2[CH2:11][C@@H:10]2[CH2:12][O:13][C:14]2[C:19]([C:20](O)=[O:21])=[CH:18][N:17]=[C:16]([CH3:23])[N:15]=2)=[N:7][CH:8]=1.C[N:25](C(ON1N=NC2C=CC=NC1=2)=[N+](C)C)C.F[P-](F)(F)(F)(F)F.[NH4+].[Cl-].CN(C=O)C, predict the reaction product. (7) The product is: [C:30]([C:32]1[CH:33]=[C:34]([CH:38]=[CH:39][CH:40]=1)[C:35]([NH:1][CH:2]([C:4]1[N:9]=[N:8][C:7]([NH:10][C:11]2[CH:12]=[C:13]([O:21][CH3:22])[C:14]([O:19][CH3:20])=[C:15]([O:17][CH3:18])[CH:16]=2)=[N:6][CH:5]=1)[CH3:3])=[O:36])#[N:31]. Given the reactants [NH2:1][CH:2]([C:4]1[N:9]=[N:8][C:7]([NH:10][C:11]2[CH:16]=[C:15]([O:17][CH3:18])[C:14]([O:19][CH3:20])=[C:13]([O:21][CH3:22])[CH:12]=2)=[N:6][CH:5]=1)[CH3:3].C(N(CC)CC)C.[C:30]([C:32]1[CH:33]=[C:34]([CH:38]=[CH:39][CH:40]=1)[C:35](Cl)=[O:36])#[N:31], predict the reaction product. (8) Given the reactants [F:1][CH:2]([F:22])[C:3]1[C:8]([O:9][CH3:10])=[CH:7][C:6](B2OC(C)(C)C(C)(C)O2)=[C:5]([O:20][CH3:21])[CH:4]=1.Cl[C:24]1[C:33]2[C:28](=[CH:29][C:30]([S:34]([N:37](CC3C=CC(OC)=CC=3)[C:38]3[S:39][CH:40]=[CH:41][N:42]=3)(=[O:36])=[O:35])=[CH:31][CH:32]=2)[CH:27]=[CH:26][N:25]=1.C(=O)([O-])[O-].[K+].[K+].Cl, predict the reaction product. The product is: [F:22][CH:2]([F:1])[C:3]1[C:8]([O:9][CH3:10])=[CH:7][C:6]([C:24]2[C:33]3[C:28](=[CH:29][C:30]([S:34]([NH:37][C:38]4[S:39][CH:40]=[CH:41][N:42]=4)(=[O:36])=[O:35])=[CH:31][CH:32]=3)[CH:27]=[CH:26][N:25]=2)=[C:5]([O:20][CH3:21])[CH:4]=1.